From a dataset of Full USPTO retrosynthesis dataset with 1.9M reactions from patents (1976-2016). Predict the reactants needed to synthesize the given product. (1) Given the product [C:36]([O:40][C:41](=[O:46])[NH:42][CH2:43][CH2:44][NH:45][C:14](=[O:15])[CH2:13][CH2:12][O:11][C:10]1[CH:17]=[CH:18][CH:19]=[CH:20][C:9]=1[N:8]([C:6](=[O:7])[C:5]1[CH:22]=[CH:23][C:2]([Cl:1])=[C:3]([C:24]2[CH:25]=[N:26][C:27]([C:32]([F:34])([F:35])[F:33])=[CH:28][C:29]=2[C:30]#[N:31])[CH:4]=1)[CH3:21])([CH3:39])([CH3:37])[CH3:38], predict the reactants needed to synthesize it. The reactants are: [Cl:1][C:2]1[CH:23]=[CH:22][C:5]([C:6]([N:8]([CH3:21])[C:9]2[CH:20]=[CH:19][CH:18]=[CH:17][C:10]=2[O:11][CH2:12][CH2:13][C:14](O)=[O:15])=[O:7])=[CH:4][C:3]=1[C:24]1[CH:25]=[N:26][C:27]([C:32]([F:35])([F:34])[F:33])=[CH:28][C:29]=1[C:30]#[N:31].[C:36]([O:40][C:41](=[O:46])[NH:42][CH2:43][CH2:44][NH2:45])([CH3:39])([CH3:38])[CH3:37].CCN=C=NCCCN(C)C.C1C=CC2N(O)N=NC=2C=1.CCN(C(C)C)C(C)C. (2) Given the product [Cl:1][C:2]1[CH:3]=[CH:4][C:5]([CH2:8][O:9][C:10]2[CH:15]=[CH:14][N:13]([C:16]3[CH:17]=[N:18][C:19]([I:24])=[CH:20][CH:21]=3)[C:12](=[O:23])[CH:11]=2)=[N:6][CH:7]=1, predict the reactants needed to synthesize it. The reactants are: [Cl:1][C:2]1[CH:3]=[CH:4][C:5]([CH2:8][O:9][C:10]2[CH:15]=[CH:14][N:13]([C:16]3[CH:17]=[N:18][C:19](N)=[CH:20][CH:21]=3)[C:12](=[O:23])[CH:11]=2)=[N:6][CH:7]=1.[IH:24].[NH4+].[OH-].O. (3) Given the product [Cl:49][C:50]1[CH:55]=[CH:54][C:53]([S:56]([O:17][CH2:16][CH2:15][C@:9]2([C:4]3[CH:5]=[CH:6][C:7]([Cl:8])=[C:2]([Cl:1])[CH:3]=3)[O:14][CH2:13][CH2:12][N:11]([C:30](=[O:31])[C:29]3[CH:28]=[C:27]([O:26][CH3:25])[C:35]([O:36][CH3:37])=[C:34]([O:38][CH3:39])[CH:33]=3)[CH2:10]2)(=[O:58])=[O:57])=[CH:52][CH:51]=1, predict the reactants needed to synthesize it. The reactants are: [Cl:1][C:2]1[CH:3]=[C:4]([C@@:9]2([CH2:15][CH2:16][OH:17])[O:14][CH2:13][CH2:12][NH:11][CH2:10]2)[CH:5]=[CH:6][C:7]=1[Cl:8].C(N(CC)CC)C.[CH3:25][O:26][C:27]1[CH:28]=[C:29]([CH:33]=[C:34]([O:38][CH3:39])[C:35]=1[O:36][CH3:37])[C:30](Cl)=[O:31].CN(C1C=CC=CN=1)C.[Cl:49][C:50]1[CH:55]=[CH:54][C:53]([S:56](Cl)(=[O:58])=[O:57])=[CH:52][CH:51]=1.CC1CCCCC1. (4) Given the product [Br:2][CH2:3][CH2:4][CH2:5][CH2:6][O:7][C@H:8]1[CH2:9][CH2:10][C@H:11]([N:14]([CH3:15])[S:24]([C:19]2[CH:20]=[CH:21][C:22]([F:23])=[C:17]([F:16])[CH:18]=2)(=[O:26])=[O:25])[CH2:12][CH2:13]1, predict the reactants needed to synthesize it. The reactants are: Cl.[Br:2][CH2:3][CH2:4][CH2:5][CH2:6][O:7][C@H:8]1[CH2:13][CH2:12][C@H:11]([NH:14][CH3:15])[CH2:10][CH2:9]1.[F:16][C:17]1[CH:18]=[C:19]([S:24](Cl)(=[O:26])=[O:25])[CH:20]=[CH:21][C:22]=1[F:23].